Dataset: Full USPTO retrosynthesis dataset with 1.9M reactions from patents (1976-2016). Task: Predict the reactants needed to synthesize the given product. (1) Given the product [Cl:1][C:2]1[C:3]([N:10]2[CH:14]=[CH:13][CH:12]=[N:11]2)=[C:4]([F:9])[C:5]([NH2:16])=[N:6][CH:7]=1, predict the reactants needed to synthesize it. The reactants are: [Cl:1][C:2]1[C:3]([N:10]2[CH:14]=[CH:13][CH:12]=[N:11]2)=[C:4]([F:9])[C:5](F)=[N:6][CH:7]=1.C[N:16]1C(=O)CCC1.N. (2) Given the product [CH2:1]([O:3][CH2:4][N:5]1[CH:9]=[C:8]([CH2:10][O:11][Si:14]([CH2:17][CH3:18])([CH2:15][CH3:16])[CH2:12][CH3:13])[N:7]=[CH:6]1)[CH3:2], predict the reactants needed to synthesize it. The reactants are: [CH2:1]([O:3][CH2:4][N:5]1[CH:9]=[C:8]([CH2:10][OH:11])[N:7]=[CH:6]1)[CH3:2].[CH2:12]([Si:14](Cl)([CH2:17][CH3:18])[CH2:15][CH3:16])[CH3:13]. (3) Given the product [N:9]1([C:6]2[CH:5]=[CH:4][C:3]([C:1]#[N:2])=[CH:8][N:7]=2)[CH2:13][CH2:12][C:11]2([CH2:19][CH:18]3[NH:20][CH:15]([CH2:16][CH2:17]3)[CH2:14]2)[CH2:10]1, predict the reactants needed to synthesize it. The reactants are: [C:1]([C:3]1[CH:4]=[CH:5][C:6]([N:9]2[CH2:13][CH2:12][C:11]3([CH2:19][CH:18]4[N:20](C(OC(C)(C)C)=O)[CH:15]([CH2:16][CH2:17]4)[CH2:14]3)[CH2:10]2)=[N:7][CH:8]=1)#[N:2].C(O)(C(F)(F)F)=O. (4) The reactants are: [CH3:1][O:2][C:3]1[C:8]([O:9][CH3:10])=[CH:7][CH:6]=[CH:5][C:4]=1[OH:11].F[C:13]1[CH:18]=[CH:17][CH:16]=[CH:15][C:14]=1[N+:19]([O-:21])=[O:20].[CH3:22][O:23][C:24]1[C:37]([O:38][CH3:39])=[CH:36][CH:35]=[CH:34][C:25]=1[O:26][C:27]1[CH:33]=[CH:32][CH:31]=[CH:30][C:28]=1[NH2:29].[NH2:40][C:41]1[S:42][CH:43]=[CH:44][N:45]=1. Given the product [CH3:1][O:2][C:3]1[C:8]([O:9][CH3:10])=[CH:7][CH:6]=[CH:5][C:4]=1[O:11][C:13]1[CH:18]=[CH:17][CH:16]=[CH:15][C:14]=1[N+:19]([O-:21])=[O:20].[CH3:22][O:23][C:24]1[C:37]([O:38][CH3:39])=[CH:36][CH:35]=[CH:34][C:25]=1[O:26][C:27]1[CH:33]=[CH:32][CH:31]=[CH:30][C:28]=1[NH:29][C:4]([NH:40][C:41]1[S:42][CH:43]=[CH:44][N:45]=1)=[O:11], predict the reactants needed to synthesize it. (5) Given the product [NH2:42][C@@H:39]1[CH2:40][CH2:41][N:37]([S:34]([C:33]2[C:28]([NH2:27])=[N:29][CH:30]=[C:31]([C:20]3[CH:21]=[CH:22][C:16]4[O:15][CH2:14][CH2:13][N:12]([C:5]5[C:4]6[CH2:3][C:2]([CH3:1])([CH3:26])[CH:11]=[CH:10][C:9]=6[N:8]=[CH:7][N:6]=5)[CH2:18][C:17]=4[CH:19]=3)[CH:32]=2)(=[O:35])=[O:36])[CH2:38]1, predict the reactants needed to synthesize it. The reactants are: [CH3:1][C:2]1([CH3:26])[CH:11]=[CH:10][C:9]2[N:8]=[CH:7][N:6]=[C:5]([N:12]3[CH2:18][C:17]4[CH:19]=[C:20](B(O)O)[CH:21]=[CH:22][C:16]=4[O:15][CH2:14][CH2:13]3)[C:4]=2[CH2:3]1.[NH2:27][C:28]1[C:33]([S:34]([N:37]2[CH2:41][CH2:40][C@@H:39]([NH:42]C(=O)OC(C)(C)C)[CH2:38]2)(=[O:36])=[O:35])=[CH:32][C:31](Br)=[CH:30][N:29]=1. (6) Given the product [CH2:1]([O:3][C:4]([C:6]1[CH:7]=[N:8][C:9]2[C:14]([C:15]=1[NH:27][CH2:26][CH2:25][CH2:24][N:19]1[CH2:23][CH2:22][CH2:21][CH2:20]1)=[CH:13][CH:12]=[CH:11][C:10]=2[O:17][CH3:18])=[O:5])[CH3:2], predict the reactants needed to synthesize it. The reactants are: [CH2:1]([O:3][C:4]([C:6]1[CH:7]=[N:8][C:9]2[C:14]([C:15]=1Cl)=[CH:13][CH:12]=[CH:11][C:10]=2[O:17][CH3:18])=[O:5])[CH3:2].[N:19]1([CH2:24][CH2:25][CH2:26][NH2:27])[CH2:23][CH2:22][CH2:21][CH2:20]1. (7) Given the product [F:1][C:2]1[CH:3]=[C:4]2[CH:9]3[CH:10]([N:12]=[C:13]([CH2:14][N:15]4[CH2:16][CH2:17][CH:18]([C:21]5[CH:26]=[CH:25][C:24]([F:27])=[CH:23][CH:22]=5)[CH2:19][CH2:20]4)[N:8]3[CH2:7][CH2:6][C:5]2=[O:28])[CH:11]=1, predict the reactants needed to synthesize it. The reactants are: [F:1][C:2]1[CH:3]=[C:4]2[C:9]3=[C:10]([N:12]=[C:13]([CH2:14][N:15]4[CH2:20][CH2:19][CH:18]([C:21]5[CH:26]=[CH:25][C:24]([F:27])=[CH:23][CH:22]=5)[CH2:17][CH2:16]4)[N:8]3[CH2:7][CH2:6][C:5]2(OC)[O:28]C)[CH:11]=1.